Dataset: Full USPTO retrosynthesis dataset with 1.9M reactions from patents (1976-2016). Task: Predict the reactants needed to synthesize the given product. (1) Given the product [Br:55][C:56]1[CH:63]=[CH:62][C:59]([CH2:60][N:10]2[CH2:17][CH2:8][C:7]3[C:12](=[CH:13][CH:14]=[C:5]([C:1]([CH3:2])([CH3:4])[CH3:3])[CH:6]=3)[C:11]2=[O:16])=[CH:58][CH:57]=1, predict the reactants needed to synthesize it. The reactants are: [C:1]([C:5]1[CH:6]=[C:7]2[C:12](=[C:13](F)[CH:14]=1)[C:11](=[O:16])[N:10]([CH2:17]C1C=CC(C3C=CN=C4NC(C5C=NN(C)C=5)=NC=34)=CC=1F)N=[CH:8]2)([CH3:4])([CH3:3])[CH3:2].C(C1C=C2C(=CC=1)C(=O)NCC2)(C)(C)C.[Br:55][C:56]1[CH:63]=[CH:62][C:59]([CH2:60]Br)=[CH:58][CH:57]=1.C(=O)([O-])[O-].[Cs+].[Cs+].C(#N)C. (2) The reactants are: [Cl:1][C:2]1[CH:7]=[CH:6][CH:5]=[CH:4][C:3]=1[NH:8][C:9]1[C:14]([N+:15]([O-])=O)=[C:13]([N:18]2[CH2:23][CH2:22][O:21][CH2:20][CH2:19]2)[N:12]=[C:11]([S:24][CH2:25][CH2:26][CH3:27])[N:10]=1. Given the product [Cl:1][C:2]1[CH:7]=[CH:6][CH:5]=[CH:4][C:3]=1[NH:8][C:9]1[C:14]([NH2:15])=[C:13]([N:18]2[CH2:19][CH2:20][O:21][CH2:22][CH2:23]2)[N:12]=[C:11]([S:24][CH2:25][CH2:26][CH3:27])[N:10]=1, predict the reactants needed to synthesize it. (3) The reactants are: [CH3:1][O:2][C:3](=[O:13])[CH2:4][C:5]1[CH:10]=[CH:9][C:8](Cl)=[CH:7][C:6]=1[F:12].C1(P(C2CCCCC2)C2C=CC=CC=2C2C(OC)=CC=CC=2OC)CCCCC1.P([O-])([O-])([O-])=O.[K+].[K+].[K+].[CH2:51]([C:53]([C:72]1[CH:77]=[CH:76][C:75](/[CH:78]=[CH:79]/[C:80]2([OH:85])[CH2:84][CH2:83][CH2:82][CH2:81]2)=[C:74]([CH3:86])[CH:73]=1)([C:56]1[CH:61]=[CH:60][C:59](B2OC(C)(C)C(C)(C)O2)=[C:58]([CH3:71])[CH:57]=1)[CH2:54][CH3:55])[CH3:52].C(=O)(O)[O-].[Na+]. Given the product [CH3:1][O:2][C:3](=[O:13])[CH2:4][C:5]1[CH:10]=[CH:9][C:8]([C:59]2[CH:60]=[CH:61][C:56]([C:53]([CH2:54][CH3:55])([C:72]3[CH:77]=[CH:76][C:75](/[CH:78]=[CH:79]/[C:80]4([OH:85])[CH2:81][CH2:82][CH2:83][CH2:84]4)=[C:74]([CH3:86])[CH:73]=3)[CH2:51][CH3:52])=[CH:57][C:58]=2[CH3:71])=[CH:7][C:6]=1[F:12], predict the reactants needed to synthesize it. (4) Given the product [S:27]([OH:30])(=[O:29])(=[O:28])[CH3:26].[CH2:1]([CH:3]([C:6]1[C:7]2[N:8]([C:13]([C:17]3[S:21][C:20]([N:22]([CH3:23])[CH3:24])=[N:19][C:18]=3[Cl:25])=[C:14]([CH3:16])[N:15]=2)[N:9]=[C:10]([CH3:12])[CH:11]=1)[CH2:4][CH3:5])[CH3:2], predict the reactants needed to synthesize it. The reactants are: [CH2:1]([CH:3]([C:6]1[C:7]2[N:8]([C:13]([C:17]3[S:21][C:20]([N:22]([CH3:24])[CH3:23])=[N:19][C:18]=3[Cl:25])=[C:14]([CH3:16])[N:15]=2)[N:9]=[C:10]([CH3:12])[CH:11]=1)[CH2:4][CH3:5])[CH3:2].[CH3:26][S:27]([OH:30])(=[O:29])=[O:28]. (5) Given the product [CH2:1]([N:7]([CH2:16][CH2:17][CH2:18][CH2:19][CH2:20][CH3:21])[C:8]1[CH:13]=[CH:12][C:11]([CH:14]=[CH2:24])=[CH:10][CH:9]=1)[CH2:2][CH2:3][CH2:4][CH2:5][CH3:6], predict the reactants needed to synthesize it. The reactants are: [CH2:1]([N:7]([CH2:16][CH2:17][CH2:18][CH2:19][CH2:20][CH3:21])[C:8]1[CH:13]=[CH:12][C:11]([CH:14]=O)=[CH:10][CH:9]=1)[CH2:2][CH2:3][CH2:4][CH2:5][CH3:6].[Na+].[Cl-].[CH2:24]1COCC1. (6) Given the product [OH:50][C@H:49]([CH2:48][O:47][C:44]1[CH:45]=[CH:46][C:41]([OH:40])=[CH:42][CH:43]=1)[CH2:51][NH:4][CH2:5][CH2:6][C:7]1[CH:8]=[CH:9][C:10]([NH:11][CH:12]2[CH2:17][CH2:16][N:15]([C:18]([NH2:20])=[O:19])[CH2:14][CH2:13]2)=[CH:21][CH:22]=1, predict the reactants needed to synthesize it. The reactants are: C(O)=O.[NH2:4][CH2:5][CH2:6][C:7]1[CH:22]=[CH:21][C:10]([NH:11][CH:12]2[CH2:17][CH2:16][N:15]([C:18]([NH2:20])=[O:19])[CH2:14][CH2:13]2)=[CH:9][CH:8]=1.C([Si]([O:40][C:41]1[CH:46]=[CH:45][C:44]([O:47][CH2:48][CH:49]2[CH2:51][O:50]2)=[CH:43][CH:42]=1)(C1C=CC=CC=1)C1C=CC=CC=1)(C)(C)C. (7) The reactants are: [S-:1][C:2]#N.[NH2:4][C@H:5]([C:8]([OH:10])=[O:9])[CH2:6][SH:7]. Given the product [NH2:4][C@H:5]([C:8]([OH:10])=[O:9])[CH2:6][SH:7].[NH2:4][C@H:5]([C:8]([OH:10])=[O:9])[CH2:6][CH2:2][SH:1], predict the reactants needed to synthesize it.